Dataset: Forward reaction prediction with 1.9M reactions from USPTO patents (1976-2016). Task: Predict the product of the given reaction. (1) Given the reactants [C:1]1([CH2:11][CH2:12][OH:13])[C:10]2[C:5](=[CH:6][CH:7]=[CH:8][CH:9]=2)[CH:4]=[CH:3][CH:2]=1.[H-].[Na+].Cl[CH2:17][C:18]([OH:20])=[O:19], predict the reaction product. The product is: [C:1]1([CH2:11][CH2:12][O:13][CH2:17][C:18]([OH:20])=[O:19])[C:10]2[C:5](=[CH:6][CH:7]=[CH:8][CH:9]=2)[CH:4]=[CH:3][CH:2]=1. (2) Given the reactants [Cl:1][C:2]1[CH:3]=[C:4]([C:9]2([C:22]([F:25])([F:24])[F:23])[O:13][N:12]=[C:11]([C:14]3[CH:15]=[CH:16][C:17]([CH3:21])=[C:18]([CH:20]=3)[NH2:19])[CH2:10]2)[CH:5]=[C:6]([Cl:8])[CH:7]=1.[Cl:26][C:27]1[CH:28]=[C:29]([CH:33]=[CH:34][CH:35]=1)[C:30](O)=[O:31].Cl.C(N(CC)CCCN=C=NCC)C.C(=O)([O-])O.[Na+], predict the reaction product. The product is: [Cl:1][C:2]1[CH:3]=[C:4]([C:9]2([C:22]([F:23])([F:25])[F:24])[O:13][N:12]=[C:11]([C:14]3[CH:15]=[CH:16][C:17]([CH3:21])=[C:18]([NH:19][C:30](=[O:31])[C:29]4[CH:33]=[CH:34][CH:35]=[C:27]([Cl:26])[CH:28]=4)[CH:20]=3)[CH2:10]2)[CH:5]=[C:6]([Cl:8])[CH:7]=1. (3) Given the reactants C[O:2][C:3](=[O:35])[C:4]1[CH:9]=[C:8]([Cl:10])[C:7]([O:11][CH3:12])=[CH:6][C:5]=1[O:13][CH2:14][CH:15]([OH:34])[CH2:16][N:17]1[CH2:22][CH2:21][C:20]([CH2:24][C:25]2[CH:30]=[CH:29][C:28]([F:31])=[CH:27][CH:26]=2)([OH:23])[C:19]([CH3:33])([CH3:32])[CH2:18]1.[OH-].[Li+], predict the reaction product. The product is: [Cl:10][C:8]1[C:7]([O:11][CH3:12])=[CH:6][C:5]([O:13][CH2:14][CH:15]([OH:34])[CH2:16][N:17]2[CH2:22][CH2:21][C:20]([CH2:24][C:25]3[CH:26]=[CH:27][C:28]([F:31])=[CH:29][CH:30]=3)([OH:23])[C:19]([CH3:32])([CH3:33])[CH2:18]2)=[C:4]([CH:9]=1)[C:3]([OH:35])=[O:2]. (4) Given the reactants [CH3:1][C:2]([NH2+:5][CH2:6][CH:7]([OH:16])[C:8]1[CH:13]=[C:12]([OH:14])[CH:11]=[C:10]([OH:15])[CH:9]=1)([CH3:4])[CH3:3].[CH3:4][C:2]([NH2+:5][CH2:6][CH:7]([OH:16])[C:8]1[CH:13]=[C:12]([OH:14])[CH:11]=[C:10]([OH:15])[CH:9]=1)([CH3:1])[CH3:3].[O-]S([O-])(=O)=O, predict the reaction product. The product is: [CH3:4][C:2]([NH:5][CH2:6][CH:7]([OH:16])[C:8]1[CH:9]=[C:10]([OH:15])[CH:11]=[C:12]([OH:14])[CH:13]=1)([CH3:1])[CH3:3].